This data is from Forward reaction prediction with 1.9M reactions from USPTO patents (1976-2016). The task is: Predict the product of the given reaction. (1) Given the reactants [Cl:1][C:2]1[C:11]([O:12][CH2:13][C:14]2[CH:19]=[CH:18][C:17]([O:20][CH3:21])=[CH:16][CH:15]=2)=[C:10]([O:22][CH2:23][C:24]2[CH:29]=[CH:28][C:27]([O:30][CH3:31])=[CH:26][CH:25]=2)[CH:9]=[C:8]2[C:3]=1[C:4](=[O:46])[C:5]([C:34]([O:36]CC1C=CC(OC)=CC=1)=[O:35])=[CH:6][N:7]2[CH2:32][CH3:33].[OH-].[K+], predict the reaction product. The product is: [Cl:1][C:2]1[C:11]([O:12][CH2:13][C:14]2[CH:15]=[CH:16][C:17]([O:20][CH3:21])=[CH:18][CH:19]=2)=[C:10]([O:22][CH2:23][C:24]2[CH:29]=[CH:28][C:27]([O:30][CH3:31])=[CH:26][CH:25]=2)[CH:9]=[C:8]2[C:3]=1[C:4](=[O:46])[C:5]([C:34]([OH:36])=[O:35])=[CH:6][N:7]2[CH2:32][CH3:33]. (2) Given the reactants [NH:1]1[C:9]2[C:4](=[CH:5][C:6]([NH:10][C:11]3[CH:20]=[CH:19][C:18]([Cl:21])=[CH:17][C:12]=3[C:13]([O:15][CH3:16])=[O:14])=[CH:7][CH:8]=2)[CH:3]=[CH:2]1.[CH:22]1(B(O)O)[CH2:24][CH2:23]1.C(=O)([O-])[O-].[Na+].[Na+].[Cl-].[NH4+], predict the reaction product. The product is: [Cl:21][C:18]1[CH:19]=[CH:20][C:11]([NH:10][C:6]2[CH:5]=[C:4]3[C:9](=[CH:8][CH:7]=2)[N:1]([CH:22]2[CH2:24][CH2:23]2)[CH:2]=[CH:3]3)=[C:12]([CH:17]=1)[C:13]([O:15][CH3:16])=[O:14].